From a dataset of Buchwald-Hartwig C-N cross coupling reaction yields with 55,370 reactions. Predict the reaction yield, written as a fraction of the theoretical maximum amount of product (1.0 means a 100% yield; for example, 0.34 means a 34% yield). No catalyst specified. The reactants are Ic1cccnc1.Cc1ccc(N)cc1.O=S(=O)(O[Pd]1c2ccccc2-c2ccccc2N~1)C(F)(F)F.COc1ccc(OC)c(P([C@]23C[C@H]4C[C@H](C[C@H](C4)C2)C3)[C@]23C[C@H]4C[C@H](C[C@H](C4)C2)C3)c1-c1c(C(C)C)cc(C(C)C)cc1C(C)C.CN(C)C(=NC(C)(C)C)N(C)C.c1ccc(-c2ccon2)cc1. The product is Cc1ccc(Nc2cccnc2)cc1. The yield is 0.846.